Predict the product of the given reaction. From a dataset of Forward reaction prediction with 1.9M reactions from USPTO patents (1976-2016). (1) Given the reactants [CH3:1][O:2][C:3]([C:5]1[S:6][C:7]([C:14]2[CH:19]=[CH:18][CH:17]=[CH:16][CH:15]=2)=[CH:8][C:9]=1[NH:10][CH:11]([CH3:13])[CH3:12])=[O:4].ClNC(=O)CCC(N)=O.C1(P(C2C=CC=CC=2)C2C=CC=CC=2)C=CC=CC=1.[O:48]=[C:49]1[CH2:54][CH2:53][CH:52]([C:55](O)=[O:56])[CH2:51][CH2:50]1, predict the reaction product. The product is: [CH3:1][O:2][C:3]([C:5]1[S:6][C:7]([C:14]2[CH:15]=[CH:16][CH:17]=[CH:18][CH:19]=2)=[CH:8][C:9]=1[N:10]([CH:11]([CH3:13])[CH3:12])[C:55]([CH:52]1[CH2:53][CH2:54][C:49](=[O:48])[CH2:50][CH2:51]1)=[O:56])=[O:4]. (2) The product is: [CH3:14][C:7](=[N:6][NH2:5])[CH3:8].[NH:2]([C:4]1[C:13]2[C:8](=[CH:9][CH:10]=[CH:11][CH:12]=2)[CH:7]=[N:6][N:5]=1)[NH2:3]. Given the reactants Cl.[NH:2]([C:4]1[C:13]2[C:8](=[CH:9][CH:10]=[CH:11][CH:12]=2)[CH:7]=[N:6][N:5]=1)[NH2:3].[CH3:14]C(C)=O, predict the reaction product. (3) Given the reactants C(P(CCCC)CCCC)CCC.N(C(N1CCCCC1)=O)=NC(N1CCCCC1)=O.[N+:32]([C:35]1[CH:40]=[CH:39][CH:38]=[CH:37][C:36]=1[S:41]([NH:44][CH2:45][CH2:46][N:47]1[CH:56]=[CH:55][C:54]2[C:49](=[CH:50][CH:51]=[CH:52][CH:53]=2)[C:48]1=[O:57])(=[O:43])=[O:42])([O-:34])=[O:33].[CH2:58]([N:60]1[C:66](=[O:67])[C:65]([CH3:69])([CH3:68])[C:64](=[O:70])[N:63]([CH3:71])[C:62]2[CH:72]=[C:73]([CH2:76][CH2:77][CH2:78]O)[CH:74]=[CH:75][C:61]1=2)[CH3:59], predict the reaction product. The product is: [CH2:58]([N:60]1[C:66](=[O:67])[C:65]([CH3:69])([CH3:68])[C:64](=[O:70])[N:63]([CH3:71])[C:62]2[CH:72]=[C:73]([CH2:76][CH2:77][CH2:78][N:44]([CH2:45][CH2:46][N:47]3[CH:56]=[CH:55][C:54]4[C:49](=[CH:50][CH:51]=[CH:52][CH:53]=4)[C:48]3=[O:57])[S:41]([C:36]3[CH:37]=[CH:38][CH:39]=[CH:40][C:35]=3[N+:32]([O-:34])=[O:33])(=[O:42])=[O:43])[CH:74]=[CH:75][C:61]1=2)[CH3:59]. (4) The product is: [Br:1][C:2]1[C:7]([CH3:8])=[N:6][C:5]([CH:9]2[CH2:11][CH2:10]2)=[N:4][CH:3]=1. Given the reactants [Br:1][C:2]1[C:3](NNS(C2C=CC(C)=CC=2)(=O)=O)=[N:4][C:5]([CH:9]2[CH2:11][CH2:10]2)=[N:6][C:7]=1[CH3:8].C([O-])([O-])=O.[Na+].[Na+], predict the reaction product. (5) Given the reactants C(OC(=O)O[C@H:6]1[CH2:10][C@@H:9]([N:11]2[CH:19]=[N:18][C:17]3[C:12]2=[N:13][CH:14]=[N:15][C:16]=3[Cl:20])[CH:8]=[CH:7]1)C.[C:22]([O:26][C:27](=[O:32])[NH:28][C:29](=[O:31])[CH3:30])([CH3:25])([CH3:24])[CH3:23].C1(P(C2C=CC=CC=2)C2C=CC=CC=2)C=CC=CC=1, predict the reaction product. The product is: [C:22]([O:26][C:27](=[O:32])[N:28]([C:29](=[O:31])[CH3:30])[C@H:6]1[CH2:10][C@@H:9]([N:11]2[CH:19]=[N:18][C:17]3[C:12]2=[N:13][CH:14]=[N:15][C:16]=3[Cl:20])[CH:8]=[CH:7]1)([CH3:25])([CH3:23])[CH3:24]. (6) Given the reactants [CH3:1][O:2][C:3]1[CH:4]=[C:5]([CH:34]=[CH:35][CH:36]=1)[CH2:6][N:7]1[C:15]2[C:10](=[CH:11][C:12]([O:16][CH2:17][CH2:18][NH:19][CH3:20])=[CH:13][CH:14]=2)[C:9]([C:21]2[CH:26]=[CH:25][C:24]([O:27][CH3:28])=[CH:23][CH:22]=2)=[C:8]1[C:29]([O:31][CH2:32][CH3:33])=[O:30].C(N(C(C)C)CC)(C)C.Cl[C:47]1[O:48][C:49]2[CH:55]=[CH:54][CH:53]=[CH:52][C:50]=2[N:51]=1, predict the reaction product. The product is: [O:48]1[C:49]2[CH:55]=[CH:54][CH:53]=[CH:52][C:50]=2[N:51]=[C:47]1[N:19]([CH3:20])[CH2:18][CH2:17][O:16][C:12]1[CH:11]=[C:10]2[C:15](=[CH:14][CH:13]=1)[N:7]([CH2:6][C:5]1[CH:34]=[CH:35][CH:36]=[C:3]([O:2][CH3:1])[CH:4]=1)[C:8]([C:29]([O:31][CH2:32][CH3:33])=[O:30])=[C:9]2[C:21]1[CH:22]=[CH:23][C:24]([O:27][CH3:28])=[CH:25][CH:26]=1.